This data is from Reaction yield outcomes from USPTO patents with 853,638 reactions. The task is: Predict the reaction yield, written as a fraction of the theoretical maximum amount of product (1.0 means a 100% yield; for example, 0.34 means a 34% yield). The reactants are [CH2:1]([NH:8][C:9]1([C:12]2[CH:17]=[CH:16][C:15](Br)=[CH:14][CH:13]=2)[CH2:11][CH2:10]1)[C:2]1[CH:7]=[CH:6][CH:5]=[CH:4][CH:3]=1.[CH3:19][Si:20]([C:23]#[CH:24])([CH3:22])[CH3:21]. The catalyst is C(N(CC)CC)C.[Cu]I.Cl[Pd](Cl)([P](C1C=CC=CC=1)(C1C=CC=CC=1)C1C=CC=CC=1)[P](C1C=CC=CC=1)(C1C=CC=CC=1)C1C=CC=CC=1. The yield is 0.740. The product is [CH2:1]([NH:8][C:9]1([C:12]2[CH:17]=[CH:16][C:15]([C:24]#[C:23][Si:20]([CH3:22])([CH3:21])[CH3:19])=[CH:14][CH:13]=2)[CH2:11][CH2:10]1)[C:2]1[CH:7]=[CH:6][CH:5]=[CH:4][CH:3]=1.